This data is from Full USPTO retrosynthesis dataset with 1.9M reactions from patents (1976-2016). The task is: Predict the reactants needed to synthesize the given product. (1) Given the product [C:34]([O:38][C:39]([NH:41][CH2:42][C@H:43]1[CH2:48][CH2:47][C@H:46]([C:49]([NH:51][C@H:52]([C:72](=[O:85])[NH:73][C:74]2[CH:79]=[CH:78][C:77]([C:80]3[N:81]=[N:82][NH:83][N:84]=3)=[CH:76][CH:75]=2)[CH2:53][C:54]2[CH:55]=[CH:56][C:57]([O:70][CH3:71])=[C:58]([C:60]3[CH:65]=[CH:64][C:63]([C:66]([NH:86][C@@H:87]4[CH2:91][CH2:90][N:89]([C:92]([O:94][C:95]([CH3:98])([CH3:97])[CH3:96])=[O:93])[CH2:88]4)=[O:67])=[CH:62][C:61]=3[CH3:69])[CH:59]=2)=[O:50])[CH2:45][CH2:44]1)=[O:40])([CH3:37])([CH3:35])[CH3:36], predict the reactants needed to synthesize it. The reactants are: F[P-](F)(F)(F)(F)F.CN(C(ON1C2=NC=CC=C2N=N1)=[N+](C)C)C.C(N(CC)C(C)C)(C)C.[C:34]([O:38][C:39]([NH:41][CH2:42][C@H:43]1[CH2:48][CH2:47][C@H:46]([C:49]([NH:51][C@H:52]([C:72](=[O:85])[NH:73][C:74]2[CH:79]=[CH:78][C:77]([C:80]3[N:81]=[N:82][NH:83][N:84]=3)=[CH:76][CH:75]=2)[CH2:53][C:54]2[CH:55]=[CH:56][C:57]([O:70][CH3:71])=[C:58]([C:60]3[CH:65]=[CH:64][C:63]([C:66](O)=[O:67])=[CH:62][C:61]=3[CH3:69])[CH:59]=2)=[O:50])[CH2:45][CH2:44]1)=[O:40])([CH3:37])([CH3:36])[CH3:35].[NH2:86][C@@H:87]1[CH2:91][CH2:90][N:89]([C:92]([O:94][C:95]([CH3:98])([CH3:97])[CH3:96])=[O:93])[CH2:88]1. (2) Given the product [Cl:30][C:31]1[CH:36]=[C:35]([C:37]([F:40])([F:39])[F:38])[CH:34]=[CH:33][C:32]=1/[CH:44]=[CH:43]/[C:42]([O:46][CH2:47][CH3:48])=[O:45], predict the reactants needed to synthesize it. The reactants are: C1(C)C=CC=CC=1P(C1C=CC=CC=1C)C1C=CC=CC=1C.C(N(CC)CC)C.[Cl:30][C:31]1[CH:36]=[C:35]([C:37]([F:40])([F:39])[F:38])[CH:34]=[CH:33][C:32]=1I.[C:42]([O:46][CH2:47][CH3:48])(=[O:45])[CH:43]=[CH2:44]. (3) Given the product [Cl:1][C:2]1[CH:7]=[C:6]([F:8])[CH:5]=[CH:4][C:3]=1[C@H:9]1[C:14]([C:15]([O:17][CH3:40])=[O:16])=[C:13]([CH2:18][N:32]2[CH:29]3[CH2:30][CH2:31][CH:25]2[CH2:26][N:27]([C:33]([O:35][C:36]([CH3:39])([CH3:38])[CH3:37])=[O:34])[CH2:28]3)[NH:12][C:11]([C:20]2[S:21][CH:22]=[CH:23][N:24]=2)=[N:10]1, predict the reactants needed to synthesize it. The reactants are: [Cl:1][C:2]1[CH:7]=[C:6]([F:8])[CH:5]=[CH:4][C:3]=1[C@H:9]1[C:14]([C:15]([O-:17])=[O:16])=[C:13]([CH2:18]Br)[NH:12][C:11]([C:20]2[S:21][CH:22]=[CH:23][N:24]=2)=[N:10]1.[CH:25]12[NH:32][CH:29]([CH2:30][CH2:31]1)[CH2:28][N:27]([C:33]([O:35][C:36]([CH3:39])([CH3:38])[CH3:37])=[O:34])[CH2:26]2.[C:40](=O)([O-])[O-].[K+].[K+]. (4) Given the product [C:1]([C:5]1[CH:6]=[CH:7][C:8]([C:11]2[C:19]3[N:15]([CH:16]=[CH:17][CH:18]=3)[CH2:14][CH2:13][C:12]=2[C:20]([OH:22])=[O:21])=[CH:9][CH:10]=1)([CH3:4])([CH3:2])[CH3:3], predict the reactants needed to synthesize it. The reactants are: [C:1]([C:5]1[CH:10]=[CH:9][C:8]([C:11]2[C:19]3[N:15]([CH:16]=[CH:17][CH:18]=3)[CH2:14][CH2:13][C:12]=2[C:20]([O:22]C)=[O:21])=[CH:7][CH:6]=1)([CH3:4])([CH3:3])[CH3:2].[Li+].[OH-].